This data is from Reaction yield outcomes from USPTO patents with 853,638 reactions. The task is: Predict the reaction yield, written as a fraction of the theoretical maximum amount of product (1.0 means a 100% yield; for example, 0.34 means a 34% yield). (1) The reactants are Cl.[C@H:2]12[CH2:8][C@H:5]([NH:6][CH2:7]1)[CH2:4][N:3]2[C:9]1[C:18]2[C:13](=[CH:14][CH:15]=[CH:16][CH:17]=2)[C:12]([C:19]#[N:20])=[CH:11][CH:10]=1.C(N(CC)C(C)C)(C)C.[CH3:30][O:31][CH2:32][C:33](Cl)=[O:34].O. The catalyst is ClCCl. The product is [CH3:30][O:31][CH2:32][C:33]([N:6]1[CH2:7][C@@H:2]2[CH2:8][C@H:5]1[CH2:4][N:3]2[C:9]1[C:18]2[C:13](=[CH:14][CH:15]=[CH:16][CH:17]=2)[C:12]([C:19]#[N:20])=[CH:11][CH:10]=1)=[O:34]. The yield is 0.970. (2) The yield is 0.800. The product is [C:1]([NH:18][CH2:17][C:16]([O:15][CH3:14])=[O:19])(=[O:12])[CH2:2][CH2:3][CH2:4][CH2:5][CH2:6][CH2:7][CH2:8][CH2:9][CH3:10]. The catalyst is O=S(Cl)Cl.C(Cl)Cl. The reactants are [C:1]([OH:12])(=O)[CH2:2][CH2:3][CH2:4][CH2:5][CH2:6][CH2:7][CH2:8][CH2:9][CH3:10].Cl.[CH3:14][O:15][C:16](=[O:19])[CH2:17][NH2:18].CCN(CC)CC. (3) The catalyst is ClCCl. The product is [C:40]([NH:1][CH2:2][C:3]1[CH:12]=[C:11]2[C:6]([C:7]([C:25]3[CH:30]=[CH:29][C:28]([CH3:31])=[C:27]([CH3:32])[CH:26]=3)=[C:8]([CH:15]([O:20][C:21]([CH3:22])([CH3:24])[CH3:23])[C:16]([OH:18])=[O:17])[N:9]([CH3:14])[C:10]2=[O:13])=[CH:5][CH:4]=1)(=[O:42])[CH3:41]. The reactants are [NH2:1][CH2:2][C:3]1[CH:12]=[C:11]2[C:6]([C:7]([C:25]3[CH:30]=[CH:29][C:28]([CH3:31])=[C:27]([CH3:32])[CH:26]=3)=[C:8]([CH:15]([O:20][C:21]([CH3:24])([CH3:23])[CH3:22])[C:16]([O:18]C)=[O:17])[N:9]([CH3:14])[C:10]2=[O:13])=[CH:5][CH:4]=1.CCN(CC)CC.[C:40](OC(=O)C)(=[O:42])[CH3:41]. The yield is 0.850. (4) The reactants are C(OC([NH:8][CH:9]([CH3:27])[CH2:10][N:11]1[C:15]([C:16](OCC)=[O:17])=[C:14]([C:21]([O:23][CH2:24][CH3:25])=[O:22])[C:13]([I:26])=[N:12]1)=O)(C)(C)C.Cl. The catalyst is O1CCOCC1. The product is [I:26][C:13]1[C:14]([C:21]([O:23][CH2:24][CH3:25])=[O:22])=[C:15]2[C:16](=[O:17])[NH:8][CH:9]([CH3:27])[CH2:10][N:11]2[N:12]=1. The yield is 0.870. (5) The product is [N:9]1[N:10]([C:2]2[CH:7]=[CH:6][C:5]([OH:8])=[CH:4][CH:3]=2)[CH:11]=[C:12]2[C:17]=1[CH:16]=[CH:15][CH:14]=[CH:13]2. The yield is 0.200. The reactants are Br[C:2]1[CH:7]=[CH:6][C:5]([OH:8])=[CH:4][CH:3]=1.[NH:9]1[C:17]2[C:12](=[CH:13][CH:14]=[CH:15][CH:16]=2)[CH:11]=[N:10]1.P([O-])([O-])([O-])=O.[K+].[K+].[K+]. The catalyst is [Cu]I.C1(C)C=CC=CC=1.